From a dataset of Forward reaction prediction with 1.9M reactions from USPTO patents (1976-2016). Predict the product of the given reaction. Given the reactants [Br:1][C:2]1[CH:7]=[CH:6][N:5]=[C:4]2[NH:8][CH:9]=[CH:10][C:3]=12.C1C=C(Cl)C=C(C(OO)=[O:19])C=1, predict the reaction product. The product is: [Br:1][C:2]1[CH:7]=[CH:6][N+:5]([O-:19])=[C:4]2[NH:8][CH:9]=[CH:10][C:3]=12.